Dataset: Reaction yield outcomes from USPTO patents with 853,638 reactions. Task: Predict the reaction yield, written as a fraction of the theoretical maximum amount of product (1.0 means a 100% yield; for example, 0.34 means a 34% yield). (1) The reactants are [NH:1]1[C:5]([NH2:6])=[N:4][CH:3]=[N:2]1.[CH3:7][C@@H:8]1[CH2:13][C:12](=O)[CH2:11][C@H:10]([CH3:15])[O:9]1.C(O[BH-](OC(=O)C)OC(=O)C)(=O)C.[Na+]. The catalyst is C(O)(=O)C. The product is [CH3:7][C@@H:8]1[CH2:13][CH:12]([NH:6][C:5]2[NH:1][N:2]=[CH:3][N:4]=2)[CH2:11][C@H:10]([CH3:15])[O:9]1. The yield is 0.490. (2) The reactants are [C:1]([C:4]1[CH:5]=[C:6]([CH:11]=[CH:12][C:13]=1[OH:14])[C:7]([O:9][CH3:10])=[O:8])(=[O:3])[CH3:2].N1C=CC=CC=1.[Br:21]Br.Cl. The catalyst is C(Cl)Cl. The product is [C:1]([C:4]1[CH:5]=[C:6]([CH:11]=[C:12]([Br:21])[C:13]=1[OH:14])[C:7]([O:9][CH3:10])=[O:8])(=[O:3])[CH3:2]. The yield is 0.800. (3) The reactants are Cl[C:2]1[N:7]=[C:6]([NH:8][C:9]2[CH:10]=[C:11]3[C:15](=[CH:16][CH:17]=2)[NH:14][N:13]=[CH:12]3)[CH:5]=[CH:4][N:3]=1.[CH2:18]1[C:26]2[C:21](=[CH:22][CH:23]=[CH:24][CH:25]=2)[CH2:20][NH:19]1.C([O-])([O-])=O.[K+].[K+]. The catalyst is CN(C=O)C. The product is [CH2:18]1[C:26]2[C:21](=[CH:22][CH:23]=[CH:24][CH:25]=2)[CH2:20][N:19]1[C:2]1[N:7]=[C:6]([NH:8][C:9]2[CH:10]=[C:11]3[C:15](=[CH:16][CH:17]=2)[NH:14][N:13]=[CH:12]3)[CH:5]=[CH:4][N:3]=1. The yield is 0.110. (4) The reactants are [C:1]([NH:4][C:5]1[C:13]([Cl:14])=[CH:12][C:8]([C:9]([OH:11])=O)=[C:7]([O:15][CH3:16])[CH:6]=1)(=[O:3])[CH3:2].FC(F)(F)[C:19]1[CH:20]=[C:21]([CH:23]=[C:24]([C:26]([F:29])([F:28])[F:27])[CH:25]=1)[NH2:22]. No catalyst specified. The product is [C:1]([NH:4][C:5]1[C:13]([Cl:14])=[CH:12][C:8]([C:9]([NH:22][C:21]2[C:20]([C:26]([F:29])([F:28])[F:27])=[CH:19][CH:25]=[C:24]([C:26]([F:27])([F:28])[F:29])[CH:23]=2)=[O:11])=[C:7]([O:15][CH3:16])[CH:6]=1)(=[O:3])[CH3:2]. The yield is 0.238. (5) The reactants are C(Cl)(=O)C(Cl)=O.[O:7]=[C:8]([C:12]1[S:13][CH:14]=[CH:15][CH:16]=1)[C:9]([OH:11])=[O:10].[N:17]12[CH2:24][CH2:23][CH:20]([CH2:21][CH2:22]1)[C@@H:19](O)[CH2:18]2. The catalyst is CN(C)C=O.C(Cl)(Cl)Cl. The product is [N:17]12[CH2:24][CH2:23][CH:20]([CH2:21][CH2:22]1)[C@@H:19]([O:10][C:9](=[O:11])[C:8](=[O:7])[C:12]1[S:13][CH:14]=[CH:15][CH:16]=1)[CH2:18]2. The yield is 0.926.